This data is from Reaction yield outcomes from USPTO patents with 853,638 reactions. The task is: Predict the reaction yield, written as a fraction of the theoretical maximum amount of product (1.0 means a 100% yield; for example, 0.34 means a 34% yield). (1) The reactants are [O:1]1[CH2:6][CH2:5][CH:4]([NH2:7])[CH2:3][CH2:2]1.C(N(CC)CC)C.[F:15][C:16]1([F:42])[CH2:20][CH2:19][CH:18]([C:21]2[C:29]3[C:24](=[CH:25][CH:26]=[CH:27][CH:28]=3)[N:23]([S:30]([C:33]3[CH:41]=[CH:40][C:36]([C:37](O)=[O:38])=[CH:35][CH:34]=3)(=[O:32])=[O:31])[CH:22]=2)[CH2:17]1.F[P-](F)(F)(F)(F)F.N1(O[P+](N(C)C)(N(C)C)N(C)C)C2C=CC=CC=2N=N1. The catalyst is C(Cl)Cl. The product is [F:42][C:16]1([F:15])[CH2:20][CH2:19][CH:18]([C:21]2[C:29]3[C:24](=[CH:25][CH:26]=[CH:27][CH:28]=3)[N:23]([S:30]([C:33]3[CH:34]=[CH:35][C:36]([C:37]([NH:7][CH:4]4[CH2:5][CH2:6][O:1][CH2:2][CH2:3]4)=[O:38])=[CH:40][CH:41]=3)(=[O:32])=[O:31])[CH:22]=2)[CH2:17]1. The yield is 0.890. (2) The reactants are [Cl:1][C:2]1[CH:3]=[C:4]([CH:7]=[CH:8][C:9]=1[CH2:10][N:11]1[C:19](=[O:20])[C:18]2[C:13](=[CH:14][CH:15]=[CH:16][CH:17]=2)[C:12]1=[O:21])[CH:5]=O.[C:22]([O-])([O-])=O.[K+].[K+]. The catalyst is O1CCOCC1.[Br-].C[P+](C1C=CC=CC=1)(C1C=CC=CC=1)C1C=CC=CC=1. The product is [Cl:1][C:2]1[CH:3]=[C:4]([CH:5]=[CH2:22])[CH:7]=[CH:8][C:9]=1[CH2:10][N:11]1[C:19](=[O:20])[C:18]2[C:13](=[CH:14][CH:15]=[CH:16][CH:17]=2)[C:12]1=[O:21]. The yield is 0.700.